From a dataset of TCR-epitope binding with 47,182 pairs between 192 epitopes and 23,139 TCRs. Binary Classification. Given a T-cell receptor sequence (or CDR3 region) and an epitope sequence, predict whether binding occurs between them. The epitope is NLNESLIDL. The TCR CDR3 sequence is CASTYDRGFTGGLFF. Result: 0 (the TCR does not bind to the epitope).